Dataset: Forward reaction prediction with 1.9M reactions from USPTO patents (1976-2016). Task: Predict the product of the given reaction. Given the reactants [O:1]=[S:2]1(=[O:28])[C:7]2[CH:8]=[CH:9][CH:10]=[CH:11][C:6]=2[NH:5][C:4]([C:12]2[C:17](=[O:18])[N:16]([N:19]=[CH:20][CH:21]([CH3:23])[CH3:22])[C:15]3[CH:24]=[CH:25][S:26][C:14]=3[C:13]=2[OH:27])=[N:3]1.CO.[BH4-].[Li+].Cl, predict the reaction product. The product is: [O:28]=[S:2]1(=[O:1])[C:7]2[CH:8]=[CH:9][CH:10]=[CH:11][C:6]=2[NH:5][C:4]([C:12]2[C:17](=[O:18])[N:16]([NH:19][CH2:20][CH:21]([CH3:22])[CH3:23])[C:15]3[CH:24]=[CH:25][S:26][C:14]=3[C:13]=2[OH:27])=[N:3]1.